From a dataset of Reaction yield outcomes from USPTO patents with 853,638 reactions. Predict the reaction yield, written as a fraction of the theoretical maximum amount of product (1.0 means a 100% yield; for example, 0.34 means a 34% yield). (1) The yield is 0.300. No catalyst specified. The product is [NH2:30][C@H:26]1[CH2:27][CH2:28][CH2:29][N:24]([C:21]2[N:22]=[CH:23][C:18]([NH:17][C:5]3[C:4]4[C:9](=[CH:10][CH:11]=[C:2]([C:43]5[CH:42]=[C:41]([F:54])[C:40]([OH:55])=[C:39]([Cl:38])[CH:44]=5)[CH:3]=4)[N:8]=[CH:7][C:6]=3[C:12]([CH:14]3[CH2:16][CH2:15]3)=[O:13])=[CH:19][CH:20]=2)[CH2:25]1. The reactants are Br[C:2]1[CH:3]=[C:4]2[C:9](=[CH:10][CH:11]=1)[N:8]=[CH:7][C:6]([C:12]([CH:14]1[CH2:16][CH2:15]1)=[O:13])=[C:5]2[NH:17][C:18]1[CH:19]=[CH:20][C:21]([N:24]2[CH2:29][CH2:28][CH2:27][C@H:26]([NH:30]C(=O)OC(C)(C)C)[CH2:25]2)=[N:22][CH:23]=1.[Cl:38][C:39]1[CH:44]=[C:43](B2OC(C)(C)C(C)(C)O2)[CH:42]=[C:41]([F:54])[C:40]=1[OH:55]. (2) The reactants are [N:1]1[C:10]2[CH:9]([N:11]([CH2:17][C:18]3[N:22]([CH2:23][O:24][CH2:25][CH2:26][Si:27]([CH3:30])([CH3:29])[CH3:28])[C:21]4[CH:31]=[CH:32][CH:33]=[CH:34][C:20]=4[N:19]=3)[CH2:12][CH2:13][CH2:14][C:15]#[N:16])[CH2:8][CH2:7][CH2:6][C:5]=2[CH:4]=[CH:3][CH:2]=1. The catalyst is N.[Ni].CO. The product is [N:1]1[C:10]2[CH:9]([N:11]([CH2:17][C:18]3[N:22]([CH2:23][O:24][CH2:25][CH2:26][Si:27]([CH3:29])([CH3:28])[CH3:30])[C:21]4[CH:31]=[CH:32][CH:33]=[CH:34][C:20]=4[N:19]=3)[CH2:12][CH2:13][CH2:14][CH2:15][NH2:16])[CH2:8][CH2:7][CH2:6][C:5]=2[CH:4]=[CH:3][CH:2]=1. The yield is 0.660. (3) The reactants are [F:1][C:2]1[CH:7]=[CH:6][C:5]([C:8]2[N:9](COCC[Si](C)(C)C)[C:10]([C:19]3[CH:20]=[C:21]4[CH:27]=[CH:26][NH:25][C:22]4=[N:23][CH:24]=3)=[C:11]([C:13]3[CH:18]=[CH:17][N:16]=[CH:15][CH:14]=3)[N:12]=2)=[CH:4][CH:3]=1.C1C(=O)N([Cl:43])C(=O)C1.Cl. The catalyst is C(#N)C. The product is [Cl:43][C:27]1[C:21]2[C:22](=[N:23][CH:24]=[C:19]([C:10]3[NH:9][C:8]([C:5]4[CH:6]=[CH:7][C:2]([F:1])=[CH:3][CH:4]=4)=[N:12][C:11]=3[C:13]3[CH:18]=[CH:17][N:16]=[CH:15][CH:14]=3)[CH:20]=2)[NH:25][CH:26]=1. The yield is 0.380. (4) The reactants are [NH:1]1[C:9]2[CH2:8][CH2:7][CH2:6][C:5](=[O:10])[C:4]=2[CH:3]=[CH:2]1.[H-].[Na+].[C:13]1([S:19](Cl)(=[O:21])=[O:20])[CH:18]=[CH:17][CH:16]=[CH:15][CH:14]=1. The catalyst is C1COCC1. The product is [C:13]1([S:19]([N:1]2[C:9]3[CH2:8][CH2:7][CH2:6][C:5](=[O:10])[C:4]=3[CH:3]=[CH:2]2)(=[O:21])=[O:20])[CH:18]=[CH:17][CH:16]=[CH:15][CH:14]=1. The yield is 0.850. (5) The reactants are [Cl:1][C:2]1[CH:3]=[C:4]([CH:9]=[CH:10][C:11]=1[CH:12]([O:14][C:15]1[CH:20]=[CH:19][CH:18]=[CH:17][CH:16]=1)[CH3:13])[C:5]([O:7]C)=[O:6].O.[OH-].[Li+].O.CO. The catalyst is O1CCCC1. The product is [Cl:1][C:2]1[CH:3]=[C:4]([CH:9]=[CH:10][C:11]=1[CH:12]([O:14][C:15]1[CH:20]=[CH:19][CH:18]=[CH:17][CH:16]=1)[CH3:13])[C:5]([OH:7])=[O:6]. The yield is 0.710. (6) The yield is 0.920. The reactants are C(O[C:4]([SH:6])=[S:5])C.[K].Br[C:9]1[CH:14]=[CH:13][C:12]([C:15]([F:18])([F:17])[F:16])=[CH:11][C:10]=1[NH2:19].Cl. The product is [SH:6][C:4]1[S:5][C:9]2[CH:14]=[CH:13][C:12]([C:15]([F:16])([F:18])[F:17])=[CH:11][C:10]=2[N:19]=1. The catalyst is CN(C)C=O. (7) The reactants are [OH:1][C:2]1[CH:9]=[CH:8][CH:7]=[CH:6][C:3]=1[CH:4]=[O:5].[CH2:10](Br)[CH:11]=[CH2:12].C([O-])([O-])=O.[K+].[K+]. The catalyst is CC#N. The product is [CH2:12]([O:1][C:2]1[CH:9]=[CH:8][CH:7]=[CH:6][C:3]=1[CH:4]=[O:5])[CH:11]=[CH2:10]. The yield is 0.960. (8) The reactants are [Cl:1][C:2]1[CH:7]=[CH:6][N:5]=[C:4]([N:8]2[C:20](=[O:21])[C:19]3[S:18][C:17]4[CH2:16][CH2:15][CH2:14][CH2:13][C:12]=4[C:11]=3[CH:10]=[N:9]2)[C:3]=1[CH2:22][OH:23].ClCCl.[C:27](Cl)(=[O:29])[CH3:28]. The catalyst is C(N(CC)CC)C. The product is [C:27]([O:23][CH2:22][C:3]1[C:4]([N:8]2[C:20](=[O:21])[C:19]3[S:18][C:17]4[CH2:16][CH2:15][CH2:14][CH2:13][C:12]=4[C:11]=3[CH:10]=[N:9]2)=[N:5][CH:6]=[CH:7][C:2]=1[Cl:1])(=[O:29])[CH3:28]. The yield is 0.900.